Dataset: Cav3 T-type calcium channel HTS with 100,875 compounds. Task: Binary Classification. Given a drug SMILES string, predict its activity (active/inactive) in a high-throughput screening assay against a specified biological target. (1) The drug is O=C1N(C(=O)N(C1CC(=O)Nc1cc2Cc3c(c2cc1)cccc3)C)C. The result is 0 (inactive). (2) The molecule is S1(=O)(=O)N=C(Nc2c(cc(cc2C)C)C)c2c1cccc2. The result is 0 (inactive). (3) The result is 0 (inactive). The compound is O=C(NC(CC)C)/C(c1ccccc1)=C\c1occc1. (4) The compound is S1C(N)=C(C(c2cc(OCC)c(OCCN3CCOCC3)cc2)C(=C1N)C#N)C#N. The result is 0 (inactive). (5) The drug is O(c1c2c([nH]\c(cc2C(O)=O)=C2/C=C(OC)C(=O)C=C2)cc(OC)c1OC)C. The result is 0 (inactive). (6) The drug is FC(F)c1n2ncc(c2nc(c1)C)C(=O)NCc1ccc(OC)cc1. The result is 0 (inactive). (7) The drug is S(CC(=O)Nc1c(cccc1)C(OC)=O)c1oc(nn1)c1ccncc1. The result is 0 (inactive).